Task: Predict the reactants needed to synthesize the given product.. Dataset: Full USPTO retrosynthesis dataset with 1.9M reactions from patents (1976-2016) (1) Given the product [CH2:19]=[C:17]([C:2]1[CH:3]=[C:4]([C@@H:8]([OH:10])[CH3:9])[CH:5]=[N:6][CH:7]=1)[CH3:18], predict the reactants needed to synthesize it. The reactants are: Br[C:2]1[CH:3]=[C:4]([C@@H:8]([OH:10])[CH3:9])[CH:5]=[N:6][CH:7]=1.[K].CCN([CH2:17][CH3:18])CC.[CH2:19](Cl)Cl. (2) Given the product [CH2:1]([O:3][C:4](=[O:18])[CH:5]([O:15][CH2:16][CH3:17])[CH2:6][C:7]1[CH:12]=[CH:11][C:10]([O:13][CH2:34][C:32]2[N:33]=[C:29]([C:26]3[CH:25]=[CH:24][C:23]([C:19]([CH3:22])([CH3:21])[CH3:20])=[CH:28][CH:27]=3)[O:30][C:31]=2[CH3:36])=[CH:9][C:8]=1[CH3:14])[CH3:2], predict the reactants needed to synthesize it. The reactants are: [CH2:1]([O:3][C:4](=[O:18])[CH:5]([O:15][CH2:16][CH3:17])[CH2:6][C:7]1[CH:12]=[CH:11][C:10]([OH:13])=[CH:9][C:8]=1[CH3:14])[CH3:2].[C:19]([C:23]1[CH:28]=[CH:27][C:26]([C:29]2[O:30][C:31]([CH3:36])=[C:32]([CH2:34]Cl)[N:33]=2)=[CH:25][CH:24]=1)([CH3:22])([CH3:21])[CH3:20].C(=O)([O-])[O-].[K+].[K+].[I-].[K+].